This data is from Forward reaction prediction with 1.9M reactions from USPTO patents (1976-2016). The task is: Predict the product of the given reaction. (1) Given the reactants [CH3:1][N:2]1[CH2:7][CH2:6][NH:5][CH2:4][CH2:3]1.CO[C:10](=[O:18])[C:11]1[CH:16]=[CH:15][CH:14]=[C:13](I)[CH:12]=1.[Cl:19][C:20]1[CH:25]=[CH:24][C:23]([C@H:26]2[C@:28]3([C:36]4[C:31](=[CH:32][CH:33]=[CH:34][CH:35]=4)[NH:30][C:29]3=[O:37])[CH2:27]2)=[CH:22][CH:21]=1, predict the reaction product. The product is: [Cl:19][C:20]1[CH:21]=[CH:22][C:23]([C@@H:26]2[C@@:28]3([C:36]4[C:31](=[CH:32][CH:33]=[CH:34][CH:35]=4)[N:30]([C:13]4[CH:14]=[CH:15][CH:16]=[C:11]([C:10]([N:5]5[CH2:6][CH2:7][N:2]([CH3:1])[CH2:3][CH2:4]5)=[O:18])[CH:12]=4)[C:29]3=[O:37])[CH2:27]2)=[CH:24][CH:25]=1. (2) Given the reactants [N+:1]([C:4]1[CH:20]=[CH:19][C:7]2[CH2:8][CH2:9][N:10]([C:13](=[O:18])[C:14]([F:17])([F:16])[F:15])[CH2:11][CH2:12][C:6]=2[CH:5]=1)([O-])=O.[NH2:1][C:4]1[CH:20]=[CH:19][C:7]2[CH2:8][CH2:9][N:10]([C:13](=[O:18])[C:14]([F:17])([F:15])[F:16])[CH2:11][CH2:12][C:6]=2[CH:5]=1.[H][H], predict the reaction product. The product is: [NH2:1][C:4]1[CH:20]=[CH:19][C:7]2[CH2:8][CH2:9][N:10]([C:13](=[O:18])[C:14]([F:17])([F:15])[F:16])[CH2:11][CH2:12][C:6]=2[CH:5]=1. (3) Given the reactants [OH-].[Na+].Cl[C:4]1[N:9]=[C:8](Cl)[C:7]([Cl:11])=[CH:6][N:5]=1.[NH2:12][C:13]1[CH:18]=[CH:17][CH:16]=[CH:15][CH:14]=1.C1(C)C=CC(S(O)(=O)=[O:26])=CC=1, predict the reaction product. The product is: [NH:12]([C:4]1[NH:9][C:8](=[O:26])[C:7]([Cl:11])=[CH:6][N:5]=1)[C:13]1[CH:18]=[CH:17][CH:16]=[CH:15][CH:14]=1.